Dataset: Reaction yield outcomes from USPTO patents with 853,638 reactions. Task: Predict the reaction yield, written as a fraction of the theoretical maximum amount of product (1.0 means a 100% yield; for example, 0.34 means a 34% yield). (1) The product is [C:27]1([C@H:37]([NH:39][C:12]([CH:4]2[CH2:3][C:2](=[O:1])[C:11]3[C:6](=[CH:7][CH:8]=[CH:9][CH:10]=3)[CH2:5]2)=[O:14])[CH3:38])[C:36]2[C:31](=[CH:32][CH:33]=[CH:34][CH:35]=2)[CH:30]=[CH:29][CH:28]=1. The yield is 0.960. The catalyst is CN(C=O)C. The reactants are [O:1]=[C:2]1[C:11]2[C:6](=[CH:7][CH:8]=[CH:9][CH:10]=2)[CH2:5][CH:4]([C:12]([OH:14])=O)[CH2:3]1.C1N=CN(C(N2C=NC=C2)=O)C=1.[C:27]1([C@H:37]([NH2:39])[CH3:38])[C:36]2[C:31](=[CH:32][CH:33]=[CH:34][CH:35]=2)[CH:30]=[CH:29][CH:28]=1. (2) The reactants are CC1(C)C(C)(C)OB([C:9]2[CH:14]=[CH:13][C:12]([C:15]3[NH:19][C:18]([C@@H:20]4[CH2:24][CH2:23][CH2:22][N:21]4[C:25]([O:27][C:28]([CH3:31])([CH3:30])[CH3:29])=[O:26])=[N:17][CH:16]=3)=[CH:11][CH:10]=2)O1.Cl[C:34]1[N:39]=[CH:38][C:37]([C:40]2[N:44]([CH2:45][O:46][CH2:47][CH2:48][Si:49]([CH3:52])([CH3:51])[CH3:50])[C:43]([C@@H:53]3[CH2:57][CH2:56][CH2:55][N:54]3[C:58]([O:60][C:61]([CH3:64])([CH3:63])[CH3:62])=[O:59])=[N:42][CH:41]=2)=[CH:36][N:35]=1.C([O-])(O)=O.[Na+].COCCOC. The catalyst is C(OCC)(=O)C.[Pd].O. The product is [C:61]([O:60][C:58]([N:54]1[CH2:55][CH2:56][CH2:57][C@H:53]1[C:43]1[N:44]([CH2:45][O:46][CH2:47][CH2:48][Si:49]([CH3:52])([CH3:51])[CH3:50])[C:40]([C:37]2[CH:36]=[N:35][C:34]([C:9]3[CH:10]=[CH:11][C:12]([C:15]4[NH:19][C:18]([C@@H:20]5[CH2:24][CH2:23][CH2:22][N:21]5[C:25]([O:27][C:28]([CH3:31])([CH3:30])[CH3:29])=[O:26])=[N:17][CH:16]=4)=[CH:13][CH:14]=3)=[N:39][CH:38]=2)=[CH:41][N:42]=1)=[O:59])([CH3:64])([CH3:63])[CH3:62]. The yield is 0.980. (3) The reactants are [H-].[K+].[NH:3]1[CH2:7][CH2:6][CH2:5][C:4]1=[O:8].[C:10]([O:12][CH2:13][CH3:14])(=[O:11])[C:10]([O:12][CH2:13][CH3:14])=[O:11].[CH2:19]([OH:21])C. The catalyst is C1(C)C=CC=CC=1.CCCCC. The product is [OH:8][C:4]1[C:19](=[O:21])[NH:3][CH2:7][CH2:6][C:5]=1[C:10]([O:12][CH2:13][CH3:14])=[O:11]. The yield is 0.680.